Task: Predict the product of the given reaction.. Dataset: Forward reaction prediction with 1.9M reactions from USPTO patents (1976-2016) Given the reactants [BH4-].[Na+].[N:3]1[CH:8]=[CH:7][CH:6]=[CH:5][C:4]=1[CH2:9][CH2:10][C:11]([C:13]1[CH:18]=[CH:17][C:16]([NH:19][C:20]([C:22]2[C:23]([C:28]3[CH:33]=[CH:32][C:31]([C:34]([F:37])([F:36])[F:35])=[CH:30][CH:29]=3)=[CH:24][CH:25]=[CH:26][CH:27]=2)=[O:21])=[CH:15][CH:14]=1)=[O:12], predict the reaction product. The product is: [OH:12][CH:11]([C:13]1[CH:14]=[CH:15][C:16]([NH:19][C:20]([C:22]2[C:23]([C:28]3[CH:29]=[CH:30][C:31]([C:34]([F:37])([F:35])[F:36])=[CH:32][CH:33]=3)=[CH:24][CH:25]=[CH:26][CH:27]=2)=[O:21])=[CH:17][CH:18]=1)[CH2:10][CH2:9][C:4]1[CH:5]=[CH:6][CH:7]=[CH:8][N:3]=1.